This data is from Full USPTO retrosynthesis dataset with 1.9M reactions from patents (1976-2016). The task is: Predict the reactants needed to synthesize the given product. (1) The reactants are: [NH2:1][C:2]1[C:11]2[CH:10]=[CH:9][CH:8]=[C:7](Br)[C:6]=2[N:5]=[C:4]2[CH2:13][N:14]([CH:17]3[CH2:19][CH2:18]3)[C:15](=[O:16])[C:3]=12.[F:20][C:21]1[CH:26]=[CH:25][CH:24]=[CH:23][C:22]=1B(O)O. Given the product [NH2:1][C:2]1[C:11]2[CH:10]=[CH:9][CH:8]=[C:7]([C:22]3[CH:23]=[CH:24][CH:25]=[CH:26][C:21]=3[F:20])[C:6]=2[N:5]=[C:4]2[CH2:13][N:14]([CH:17]3[CH2:19][CH2:18]3)[C:15](=[O:16])[C:3]=12, predict the reactants needed to synthesize it. (2) Given the product [CH2:1]([O:3][C:4]([C:6]1[NH:7][C:8]2[C:13]([C:14]=1[C:18]1[CH:17]=[N:16][CH:21]=[CH:20][CH:19]=1)=[CH:12][CH:11]=[CH:10][CH:9]=2)=[O:5])[CH3:2], predict the reactants needed to synthesize it. The reactants are: [CH2:1]([O:3][C:4]([C:6]1[NH:7][C:8]2[C:13]([C:14]=1I)=[CH:12][CH:11]=[CH:10][CH:9]=2)=[O:5])[CH3:2].[N:16]1[CH:21]=[CH:20][CH:19]=[C:18](B(O)O)[CH:17]=1.C([O-])([O-])=O.[K+].[K+]. (3) Given the product [CH3:17][N:2]([CH3:1])[C:3]([CH:5]1[CH2:6][C:7](=[O:16])[C:8]2[N:12]=[C:13]([CH3:14])[N:19]([CH3:18])[C:9]=2[CH2:10]1)=[O:4], predict the reactants needed to synthesize it. The reactants are: [CH3:1][N:2]([CH3:17])[C:3]([CH:5]1[CH2:10][C:9](=O)[C:8]([NH:12][C:13](=O)[CH3:14])=[C:7]([OH:16])[CH2:6]1)=[O:4].[CH3:18][NH2:19].O1CCCC1. (4) Given the product [NH3:1].[S:13]1[CH:14]=[CH:15][CH:16]=[C:12]1[S:9]([N:7]1[CH2:6][CH2:5][N:4]([C:17]2[CH:18]=[CH:19][C:20]([C:23]([OH:29])([CH3:28])[C:24]([F:26])([F:27])[F:25])=[CH:21][CH:22]=2)[C@@H:3]([CH2:2][NH:1][S:36]([C:32]2[CH:31]=[N:30][CH:35]=[CH:34][CH:33]=2)(=[O:38])=[O:37])[CH2:8]1)(=[O:10])=[O:11], predict the reactants needed to synthesize it. The reactants are: [NH2:1][CH2:2][C@H:3]1[CH2:8][N:7]([S:9]([C:12]2[S:13][CH:14]=[CH:15][CH:16]=2)(=[O:11])=[O:10])[CH2:6][CH2:5][N:4]1[C:17]1[CH:22]=[CH:21][C:20]([C:23]([OH:29])([CH3:28])[C:24]([F:27])([F:26])[F:25])=[CH:19][CH:18]=1.[N:30]1[CH:35]=[CH:34][CH:33]=[C:32]([S:36](Cl)(=[O:38])=[O:37])[CH:31]=1.C(N(C(C)C)CC)(C)C.C(=O)([O-])[O-].[K+].[K+]. (5) Given the product [CH3:32][O:42][C:40](=[O:41])[CH:39]=[CH:38][O:30]/[N:29]=[C:26]1/[C:27]2[C:22]([CH2:23][CH2:24][CH2:25]/1)=[N:21][N:20]([C:1]([C:14]1[CH:19]=[CH:18][CH:17]=[CH:16][CH:15]=1)([C:8]1[CH:13]=[CH:12][CH:11]=[CH:10][CH:9]=1)[C:2]1[CH:3]=[CH:4][CH:5]=[CH:6][CH:7]=1)[CH:28]=2, predict the reactants needed to synthesize it. The reactants are: [C:1]([N:20]1[CH:28]=[C:27]2[C:22]([CH2:23][CH2:24][CH2:25][C:26]2=[N:29][OH:30])=[N:21]1)([C:14]1[CH:19]=[CH:18][CH:17]=[CH:16][CH:15]=1)([C:8]1[CH:13]=[CH:12][CH:11]=[CH:10][CH:9]=1)[C:2]1[CH:7]=[CH:6][CH:5]=[CH:4][CH:3]=1.N1C=CC=C[CH:32]=1.C[C:38]#[C:39][C:40]([O-:42])=[O:41].O. (6) Given the product [CH3:1][C:2]1[C:3]([C@H:8]2[CH2:13][CH2:12][CH2:11][C@@H:10]([C:14]3[C:19]([CH3:20])=[CH:18][CH:17]=[CH:16][N:15]=3)[N:9]2[CH2:23][C:24]2[CH:29]=[CH:28][N:27]=[CH:26][CH:25]=2)=[N:4][CH:5]=[CH:6][CH:7]=1, predict the reactants needed to synthesize it. The reactants are: [CH3:1][C:2]1[C:3]([C@H:8]2[CH2:13][CH2:12][CH2:11][C@@H:10]([C:14]3[C:19]([CH3:20])=[CH:18][CH:17]=[CH:16][N:15]=3)[NH:9]2)=[N:4][CH:5]=[CH:6][CH:7]=1.Br.Br[CH2:23][C:24]1[CH:29]=[CH:28][N:27]=[CH:26][CH:25]=1.CCN(C(C)C)C(C)C. (7) Given the product [Br:1][CH2:2][C:3]1[CH:11]=[CH:10][C:6]([C:7]([Cl:15])=[O:8])=[CH:5][CH:4]=1, predict the reactants needed to synthesize it. The reactants are: [Br:1][CH2:2][C:3]1[CH:11]=[CH:10][C:6]([C:7](O)=[O:8])=[CH:5][CH:4]=1.C(Cl)(=O)C([Cl:15])=O. (8) Given the product [C:1]([O:5][C:6](=[O:17])[C:7]1[CH:12]=[CH:11][C:10]([C:13]2[CH2:36][C:35]([C:33]3[CH:32]=[C:31]([Cl:41])[C:28]([C:29]#[N:30])=[C:27]([Cl:26])[CH:34]=3)([C:37]([F:38])([F:40])[F:39])[O:15][N:14]=2)=[CH:9][C:8]=1[CH3:16])([CH3:4])([CH3:3])[CH3:2], predict the reactants needed to synthesize it. The reactants are: [C:1]([O:5][C:6](=[O:17])[C:7]1[CH:12]=[CH:11][C:10]([CH:13]=[N:14][OH:15])=[CH:9][C:8]=1[CH3:16])([CH3:4])([CH3:3])[CH3:2].ClN1C(=O)CCC1=O.[Cl:26][C:27]1[CH:34]=[C:33]([C:35]([C:37]([F:40])([F:39])[F:38])=[CH2:36])[CH:32]=[C:31]([Cl:41])[C:28]=1[C:29]#[N:30].C(N(CC)CC)C. (9) Given the product [F:10]/[C:11](/[C:27]1[CH:31]=[C:30]([CH3:32])[N:29]([CH2:6][C:5]2[CH:8]=[CH:9][C:2]([CH3:1])=[CH:3][CH:4]=2)[N:28]=1)=[CH:12]\[C:13]1[CH:14]=[CH:15][C:16]([N:19]2[CH2:24][CH:23]([CH3:25])[O:22][CH:21]([CH3:26])[CH2:20]2)=[N:17][CH:18]=1, predict the reactants needed to synthesize it. The reactants are: [CH3:1][C:2]1[CH:9]=[CH:8][C:5]([CH2:6]Br)=[CH:4][CH:3]=1.[F:10]/[C:11](/[C:27]1[CH:31]=[C:30]([CH3:32])[NH:29][N:28]=1)=[CH:12]\[C:13]1[CH:14]=[CH:15][C:16]([N:19]2[CH2:24][CH:23]([CH3:25])[O:22][CH:21]([CH3:26])[CH2:20]2)=[N:17][CH:18]=1.CC(C)([O-])C.[K+].